Dataset: Full USPTO retrosynthesis dataset with 1.9M reactions from patents (1976-2016). Task: Predict the reactants needed to synthesize the given product. (1) Given the product [CH:1]([C:4]1[C:8]([CH:9]=[O:10])=[CH:7][N:6]([C:11]2[CH:16]=[CH:15][C:14]([C:17]([F:18])([F:20])[F:19])=[CH:13][N:12]=2)[N:5]=1)([CH3:3])[CH3:2], predict the reactants needed to synthesize it. The reactants are: [CH:1]([C:4]1[C:8]([CH2:9][OH:10])=[CH:7][N:6]([C:11]2[CH:16]=[CH:15][C:14]([C:17]([F:20])([F:19])[F:18])=[CH:13][N:12]=2)[N:5]=1)([CH3:3])[CH3:2]. (2) Given the product [NH2:25][C:14]1[N:13]([CH3:26])[C:12](=[O:27])[CH2:11][C:10]([CH2:9][CH2:8][C:4]2[CH:5]=[CH:6][CH:7]=[C:2]([Br:1])[CH:3]=2)([CH3:28])[N:15]=1, predict the reactants needed to synthesize it. The reactants are: [Br:1][C:2]1[CH:3]=[C:4]([CH2:8][CH2:9][C:10]2([CH3:28])[N:15](CC3C=CC(OC)=CC=3)[C:14](=[NH:25])[N:13]([CH3:26])[C:12](=[O:27])[CH2:11]2)[CH:5]=[CH:6][CH:7]=1.O.[N+]([O-])([O-])=O.[Ce].[NH4+].C(=O)(O)[O-].[Na+]. (3) Given the product [F:24][C:23]([F:25])([F:26])[C:20]1[CH:19]=[CH:18][C:17]([C:15]2[O:14][N:13]=[C:2]([C:3]3[CH:4]=[C:5]([CH:10]=[CH:11][CH:12]=3)[C:6]([O:8][CH3:9])=[O:7])[CH:16]=2)=[CH:22][CH:21]=1, predict the reactants needed to synthesize it. The reactants are: Cl[C:2](=[N:13][OH:14])[C:3]1[CH:4]=[C:5]([CH:10]=[CH:11][CH:12]=1)[C:6]([O:8][CH3:9])=[O:7].[C:15]([C:17]1[CH:22]=[CH:21][C:20]([C:23]([F:26])([F:25])[F:24])=[CH:19][CH:18]=1)#[CH:16].C(N(CC)CC)C.O. (4) Given the product [Cl:15][CH2:2][C:3]1[CH:12]=[CH:11][C:6]([C:7]([O:9][CH3:10])=[O:8])=[CH:5][N:4]=1, predict the reactants needed to synthesize it. The reactants are: O[CH2:2][C:3]1[CH:12]=[CH:11][C:6]([C:7]([O:9][CH3:10])=[O:8])=[CH:5][N:4]=1.S(Cl)([Cl:15])=O. (5) Given the product [OH:38][CH2:37][C@@H:36]([NH:35][C:11]([NH:10][C:14]1[CH:15]=[CH:16][C:17]([C:20]2[CH:21]=[CH:22][N:23]=[CH:24][CH:25]=2)=[CH:18][CH:19]=1)=[O:13])[C:39]1[CH:44]=[CH:43][CH:42]=[CH:41][CH:40]=1, predict the reactants needed to synthesize it. The reactants are: [N+](C1C=CC([N:10]([C:14]2[CH:19]=[CH:18][C:17]([C:20]3[CH:25]=[CH:24][N:23]=[CH:22][CH:21]=3)=[CH:16][CH:15]=2)[C:11](=[O:13])[O-])=CC=1)([O-])=O.C(N(CC)C(C)C)(C)C.[NH2:35][C@@H:36]([C:39]1[CH:44]=[CH:43][CH:42]=[CH:41][CH:40]=1)[CH2:37][OH:38]. (6) Given the product [F:42][C:39]([F:40])([F:41])[C:36]1[N:34]2[N:35]=[C:30]([N:27]3[CH2:26][CH2:25][N:24]([C:21]4[CH:22]=[CH:23][C:18]([O:17][CH2:16][CH2:15][N:14]5[CH2:13][CH2:12][NH:11][CH2:10][C:9]5=[O:8])=[CH:19][CH:20]=4)[CH2:29][CH2:28]3)[CH:31]=[CH:32][C:33]2=[N:38][N:37]=1, predict the reactants needed to synthesize it. The reactants are: C(O)(C(F)(F)F)=O.[O:8]=[C:9]1[N:14]([CH2:15][CH2:16][O:17][C:18]2[CH:23]=[CH:22][C:21]([N:24]3[CH2:29][CH2:28][N:27]([C:30]4[CH:31]=[CH:32][C:33]5[N:34]([C:36]([C:39]([F:42])([F:41])[F:40])=[N:37][N:38]=5)[N:35]=4)[CH2:26][CH2:25]3)=[CH:20][CH:19]=2)[CH2:13][CH2:12][N:11](C(OC(C)(C)C)=O)[CH2:10]1. (7) Given the product [N:11]1[CH:12]=[CH:13][CH:14]=[CH:15][C:10]=1[NH:9][C:1](=[O:6])[C@H:2]([CH3:4])[OH:3], predict the reactants needed to synthesize it. The reactants are: [C:1]([O:6]CC)(=O)[C@H:2]([CH3:4])[OH:3].[NH2:9][C:10]1[CH:15]=[CH:14][CH:13]=[CH:12][N:11]=1. (8) Given the product [CH3:1][C@H:2]1[C@@:41]2([OH:43])[O:42][CH:5]([CH2:6][C@H:7]([O:68][CH3:69])[C:8]([CH3:67])=[CH:9][CH:10]=[CH:11][CH:12]=[CH:13][C@@H:14]([CH3:66])[CH2:15][C@@H:16]([CH3:65])[C:17]([C@H:19]([O:63][CH3:64])[C@H:20]([OH:62])[C:21]([CH3:61])=[CH:22][C@@H:23]([CH3:60])[C:24]([CH2:26][C@@H:27]([C@@H:44]([CH2:46][C@H:47]3[CH2:52][C@@H:51]([O:53][CH3:54])[C@@H:50]([N:55]4[N:59]=[N:58][N:57]=[CH:56]4)[CH2:49][CH2:48]3)[CH3:45])[O:28][C:29]([C@H:31]3[N:36]([C:37]([C:39]2=[O:40])=[O:38])[CH2:35][CH2:34][CH2:33][CH2:32]3)=[O:30])=[O:25])=[O:18])[CH2:4][CH2:3]1.[CH3:17][OH:18], predict the reactants needed to synthesize it. The reactants are: [CH3:1][C@H:2]1[C@@:41]2([OH:43])[O:42][CH:5]([CH2:6][C@H:7]([O:68][CH3:69])[C:8]([CH3:67])=[CH:9][CH:10]=[CH:11][CH:12]=[CH:13][C@@H:14]([CH3:66])[CH2:15][C@@H:16]([CH3:65])[C:17]([C@H:19]([O:63][CH3:64])[C@H:20]([OH:62])[C:21]([CH3:61])=[CH:22][C@@H:23]([CH3:60])[C:24]([CH2:26][C@@H:27]([C@@H:44]([CH2:46][C@H:47]3[CH2:52][C@@H:51]([O:53][CH3:54])[C@@H:50]([N:55]4[N:59]=[N:58][N:57]=[CH:56]4)[CH2:49][CH2:48]3)[CH3:45])[O:28][C:29]([C@H:31]3[N:36]([C:37]([C:39]2=[O:40])=[O:38])[CH2:35][CH2:34][CH2:33][CH2:32]3)=[O:30])=[O:25])=[O:18])[CH2:4][CH2:3]1.C1(C)C=CC=CC=1.